Dataset: Full USPTO retrosynthesis dataset with 1.9M reactions from patents (1976-2016). Task: Predict the reactants needed to synthesize the given product. (1) Given the product [CH3:1][C:2]1[NH:3][C:4]2[C:9]([CH:10]=1)=[C:8]([O:11][CH2:12][CH:13]([OH:14])[CH2:15][N:35]1[CH2:36][CH:28]3[N:27]([C:18]4[CH:19]=[CH:20][C:21]5[C:26](=[CH:25][CH:24]=[CH:23][CH:22]=5)[CH:17]=4)[CH2:34][CH:33]1[CH2:32][CH:31]=[CH:30][CH2:29]3)[CH:7]=[CH:6][C:5]=2[CH3:16], predict the reactants needed to synthesize it. The reactants are: [CH3:1][C:2]1[NH:3][C:4]2[C:9]([CH:10]=1)=[C:8]([O:11][CH2:12][CH:13]1[CH2:15][O:14]1)[CH:7]=[CH:6][C:5]=2[CH3:16].[CH:17]1[C:26]2[C:21](=[CH:22][CH:23]=[CH:24][CH:25]=2)[CH:20]=[CH:19][C:18]=1[N:27]1[CH2:34][C@H:33]2[NH:35][CH2:36][C@@H:28]1[CH2:29][CH:30]=[CH:31][CH2:32]2.CCN(C(C)C)C(C)C. (2) The reactants are: OCC(CO)(CO)CO.N1C=CC=CC=1.CN(C=O)C.[CH3:21][CH:22]([CH2:36][CH2:37][CH2:38][CH:39]([CH3:51])[CH2:40][CH2:41][CH2:42][CH:43]([CH3:50])[CH2:44][CH2:45][CH2:46][CH:47]([CH3:49])[CH3:48])[CH2:23][CH2:24][CH2:25][C:26](OC[C@@H]([C@@H](CO)O)O)=[O:27].C(Cl)[Cl:53]. Given the product [CH3:21][CH:22]([CH2:36][CH2:37][CH2:38][CH:39]([CH3:51])[CH2:40][CH2:41][CH2:42][CH:43]([CH3:50])[CH2:44][CH2:45][CH2:46][CH:47]([CH3:49])[CH3:48])[CH2:23][CH2:24][CH2:25][C:26]([Cl:53])=[O:27], predict the reactants needed to synthesize it. (3) The reactants are: [CH3:1][C:2]1[CH:7]=[CH:6][C:5]([SH:8])=[CH:4][CH:3]=1.I[CH2:10][CH3:11].C(=O)([O-])[O-].[K+].[K+]. Given the product [CH2:10]([S:8][C:5]1[CH:6]=[CH:7][C:2]([CH3:1])=[CH:3][CH:4]=1)[CH3:11], predict the reactants needed to synthesize it. (4) Given the product [CH:7]1([CH2:6][N:10]2[C:18]3[C:13](=[N:14][CH:15]=[C:16]([C:19]4[CH:24]=[C:23]([O:25][CH3:26])[C:22]([O:27][CH3:28])=[C:21]([O:29][CH3:30])[CH:20]=4)[CH:17]=3)[NH:12][C:11]2=[O:31])[CH2:9][CH2:8]1, predict the reactants needed to synthesize it. The reactants are: N1[C:9]2C(=C[C:6]([N:10]3[C:18]4[C:13](=[N:14][CH:15]=[C:16]([C:19]5[CH:24]=[C:23]([O:25][CH3:26])[C:22]([O:27][CH3:28])=[C:21]([O:29][CH3:30])[CH:20]=5)[CH:17]=4)[NH:12][C:11]3=[O:31])=[CH:7][CH:8]=2)C=C1.BrCC1CC1.C([O-])([O-])=O.[K+].[K+].C(O)(C(F)(F)F)=O.C(Cl)Cl.BrC1C=C2N(CC3CC3)C(=O)NC2=NC=1.COC1C=C(B(O)O)C=C(OC)C=1OC.C([O-])([O-])=O.[Na+].[Na+]. (5) Given the product [Cl:17][C:4]1[CH:3]=[C:2]([C:25]2[CH:26]=[CH:27][C:22]([S:19]([CH3:18])(=[O:21])=[O:20])=[CH:23][CH:24]=2)[C:10]2[N:9]3[CH2:11][CH2:12][NH:13][C:14](=[O:15])[C:8]3=[C:7]([CH3:16])[C:6]=2[CH:5]=1, predict the reactants needed to synthesize it. The reactants are: Br[C:2]1[C:10]2[N:9]3[CH2:11][CH2:12][NH:13][C:14](=[O:15])[C:8]3=[C:7]([CH3:16])[C:6]=2[CH:5]=[C:4]([Cl:17])[CH:3]=1.[CH3:18][S:19]([C:22]1[CH:27]=[CH:26][C:25](B(O)O)=[CH:24][CH:23]=1)(=[O:21])=[O:20]. (6) Given the product [CH2:1]([O:8][C:9]([NH:11][C@@H:12]1[C:15](=[O:16])[NH:14][C@@H:13]1[CH2:17][N:18]1[CH:22]=[CH:21][N:20]([C:24]([O:26][C:27]([CH3:29])([CH3:28])[CH3:30])=[O:25])[C:19]1=[O:31])=[O:10])[C:2]1[CH:7]=[CH:6][CH:5]=[CH:4][CH:3]=1, predict the reactants needed to synthesize it. The reactants are: [CH2:1]([O:8][C:9]([NH:11][C@@H:12]1[C:15](=[O:16])[NH:14][C@@H:13]1[CH2:17][N:18]1[CH:22](O)[CH2:21][N:20]([C:24]([O:26][C:27]([CH3:30])([CH3:29])[CH3:28])=[O:25])[C:19]1=[O:31])=[O:10])[C:2]1[CH:7]=[CH:6][CH:5]=[CH:4][CH:3]=1.CS(Cl)(=O)=O.